This data is from Catalyst prediction with 721,799 reactions and 888 catalyst types from USPTO. The task is: Predict which catalyst facilitates the given reaction. (1) Reactant: C([Mg]Cl)(C)C.Br[C:7]1[S:11][CH:10]=[N:9][CH:8]=1.[CH3:12][C:13]1[CH:20]=[C:19]([CH3:21])[CH:18]=[CH:17][C:14]=1[C:15]#[N:16].[BH4-].[Na+].[NH4+].[Cl-]. Product: [CH3:12][C:13]1[CH:20]=[C:19]([CH3:21])[CH:18]=[CH:17][C:14]=1[CH:15]([C:7]1[S:11][CH:10]=[N:9][CH:8]=1)[NH2:16]. The catalyst class is: 36. (2) Reactant: [CH3:1][O:2][C:3]([C:5]1[S:6][C:7](Br)=[CH:8][C:9]=1[N:10]([C@H:20]1[CH2:25][CH2:24][C@H:23]([OH:26])[CH2:22][CH2:21]1)[C:11]([C@H:13]1[CH2:18][CH2:17][C@H:16]([CH3:19])[CH2:15][CH2:14]1)=[O:12])=[O:4]. Product: [CH3:1][O:2][C:3]([C:5]1[S:6][CH:7]=[CH:8][C:9]=1[N:10]([C@H:20]1[CH2:21][CH2:22][C@H:23]([OH:26])[CH2:24][CH2:25]1)[C:11]([C@H:13]1[CH2:18][CH2:17][C@H:16]([CH3:19])[CH2:15][CH2:14]1)=[O:12])=[O:4]. The catalyst class is: 19. (3) Reactant: [N:1]1[CH:6]=[CH:5][C:4]([C:7](=O)[CH2:8][C:9]([O:11]CC)=O)=[CH:3][CH:2]=1.[NH:15]1[CH2:20][CH2:19][CH:18]([CH:21]2[NH:26][C:25]([NH2:27])=[N:24][CH2:23][CH2:22]2)[CH2:17][CH2:16]1.Cl.C(=O)([O-])[O-].[K+].[K+]. Product: [NH:15]1[CH2:16][CH2:17][CH:18]([CH:21]2[CH2:22][CH2:23][N:24]3[C:9](=[O:11])[CH:8]=[C:7]([C:4]4[CH:3]=[CH:2][N:1]=[CH:6][CH:5]=4)[N:27]=[C:25]3[NH:26]2)[CH2:19][CH2:20]1. The catalyst class is: 8.